From a dataset of Reaction yield outcomes from USPTO patents with 853,638 reactions. Predict the reaction yield, written as a fraction of the theoretical maximum amount of product (1.0 means a 100% yield; for example, 0.34 means a 34% yield). (1) The reactants are [N:1]([C:4]1[CH:11]=[CH:10][C:7]([C:8]#[N:9])=[C:6]([C:12]([F:15])([F:14])[F:13])[CH:5]=1)=[C:2]=[S:3].[C:16]([C:18]1([NH:23][C:24]2[CH:31]=[CH:30][C:27]([C:28]#[N:29])=[C:26]([F:32])[CH:25]=2)[CH2:22][CH2:21][CH2:20][CH2:19]1)#N.C[OH:34].Cl. The catalyst is CN(C=O)C.O. The product is [C:28]([C:27]1[CH:30]=[CH:31][C:24]([N:23]2[C:18]3([CH2:22][CH2:21][CH2:20][CH2:19]3)[C:16](=[O:34])[N:1]([C:4]3[CH:11]=[CH:10][C:7]([C:8]#[N:9])=[C:6]([C:12]([F:13])([F:15])[F:14])[CH:5]=3)[C:2]2=[S:3])=[CH:25][C:26]=1[F:32])#[N:29]. The yield is 0.0700. (2) The reactants are Br[C:2]1[CH:30]=[CH:29][C:5]2[N:6]([CH2:21][O:22][CH2:23][CH2:24][Si:25]([CH3:28])([CH3:27])[CH3:26])[C:7]([C@@H:9]3[CH2:13][CH2:12][CH2:11][N:10]3[C:14]([O:16][C:17]([CH3:20])([CH3:19])[CH3:18])=[O:15])=[N:8][C:4]=2[CH:3]=1.[C:31]([O:35][CH2:36][CH3:37])(=[O:34])[CH:32]=[CH2:33].F[B-](F)(F)F.C([PH+](C(C)(C)C)C(C)(C)C)(C)(C)C.C1(CNCC2CCCCC2)CCCCC1. The catalyst is C1COCC1.C1C=CC(/C=C/C(/C=C/C2C=CC=CC=2)=O)=CC=1.C1C=CC(/C=C/C(/C=C/C2C=CC=CC=2)=O)=CC=1.[Pd]. The product is [CH2:36]([O:35][C:31](=[O:34])/[CH:32]=[CH:33]/[C:2]1[CH:30]=[CH:29][C:5]2[N:6]([CH2:21][O:22][CH2:23][CH2:24][Si:25]([CH3:26])([CH3:28])[CH3:27])[C:7]([C@@H:9]3[CH2:13][CH2:12][CH2:11][N:10]3[C:14]([O:16][C:17]([CH3:18])([CH3:20])[CH3:19])=[O:15])=[N:8][C:4]=2[CH:3]=1)[CH3:37]. The yield is 0.830. (3) The reactants are [CH2:1]([NH:8][CH2:9][CH2:10][NH2:11])[C:2]1[CH:7]=[CH:6][CH:5]=[CH:4][CH:3]=1.[N:12]#[C:13][Br:14]. No catalyst specified. The product is [BrH:14].[CH2:1]([N:8]1[CH2:9][CH2:10][N:11]=[C:13]1[NH2:12])[C:2]1[CH:7]=[CH:6][CH:5]=[CH:4][CH:3]=1. The yield is 0.930. (4) The reactants are Br[C:2]1[CH:3]=[C:4]([S:8]([NH:11][C:12]2[S:13][CH:14]=[CH:15][N:16]=2)(=[O:10])=[O:9])[CH:5]=[CH:6][CH:7]=1.[CH3:17][O:18][C:19]1[CH:28]=[CH:27][C:26]2[C:21](=[CH:22][CH:23]=[C:24]([C:29]3[CH:34]=[CH:33][CH:32]=[C:31]([O:35][CH3:36])[CH:30]=3)[CH:25]=2)[C:20]=1OB(O)O. No catalyst specified. The product is [CH3:17][O:18][C:19]1[CH:28]=[CH:27][C:26]2[C:21](=[CH:22][CH:23]=[C:24]([C:29]3[CH:34]=[CH:33][CH:32]=[C:31]([O:35][CH3:36])[CH:30]=3)[CH:25]=2)[C:20]=1[C:2]1[CH:3]=[C:4]([S:8]([NH:11][C:12]2[S:13][CH:14]=[CH:15][N:16]=2)(=[O:10])=[O:9])[CH:5]=[CH:6][CH:7]=1. The yield is 0.140. (5) The reactants are Br[C:2]1[C:3]([C:12]([O:14][CH3:15])=[O:13])=[CH:4][C:5]([O:8][CH:9]([CH3:11])[CH3:10])=[N:6][CH:7]=1.[CH:16]([N:18]1[C:22](=[O:23])[C:21]2=[CH:24][CH:25]=[CH:26][CH:27]=[C:20]2[C:19]1=[O:28])=[CH2:17]. The catalyst is C1(C)C=CC=CC=1.CC(C)([P](C(C)(C)C)([Pd][P](C(C)(C)C)(C(C)(C)C)C(C)(C)C)C(C)(C)C)C. The product is [O:28]=[C:19]1[C:20]2[C:21](=[CH:24][CH:25]=[CH:26][CH:27]=2)[C:22](=[O:23])[N:18]1/[CH:16]=[CH:17]/[C:2]1[C:3]([C:12]([O:14][CH3:15])=[O:13])=[CH:4][C:5]([O:8][CH:9]([CH3:11])[CH3:10])=[N:6][CH:7]=1. The yield is 0.340. (6) The reactants are [F:1][CH:2]([CH2:13][CH2:14][C:15]1[N:16]=[N:17][C:18](I)=[CH:19][CH:20]=1)[CH2:3][N:4]1[CH:8]=[C:7]([C:9]([NH:11][CH3:12])=[O:10])[N:6]=[N:5]1.[F:22][C:23]([F:28])([F:27])[C:24]([OH:26])=[O:25].[CH:29]1([O:33][C:34]2[CH:39]=[CH:38][N:37]=[C:36]([CH2:40][C:41]([NH2:43])=[O:42])[CH:35]=2)[CH2:32][CH2:31][CH2:30]1.CC1(C)C2C(=C(P(C3C=CC=CC=3)C3C=CC=CC=3)C=CC=2)OC2C(P(C3C=CC=CC=3)C3C=CC=CC=3)=CC=CC1=2.C([O-])([O-])=O.[Cs+].[Cs+]. The catalyst is O1CCOCC1.C1C=CC([P]([Pd]([P](C2C=CC=CC=2)(C2C=CC=CC=2)C2C=CC=CC=2)([P](C2C=CC=CC=2)(C2C=CC=CC=2)C2C=CC=CC=2)[P](C2C=CC=CC=2)(C2C=CC=CC=2)C2C=CC=CC=2)(C2C=CC=CC=2)C2C=CC=CC=2)=CC=1. The product is [F:22][C:23]([F:28])([F:27])[C:24]([OH:26])=[O:25].[CH:29]1([O:33][C:34]2[CH:39]=[CH:38][N:37]=[C:36]([CH2:40][C:41]([NH:43][C:18]3[N:17]=[N:16][C:15]([CH2:14][CH2:13][CH:2]([F:1])[CH2:3][N:4]4[CH:8]=[C:7]([C:9]([NH:11][CH3:12])=[O:10])[N:6]=[N:5]4)=[CH:20][CH:19]=3)=[O:42])[CH:35]=2)[CH2:30][CH2:31][CH2:32]1. The yield is 0.380. (7) The reactants are [CH:1](=[N:3]/[OH:4])\[CH3:2].[CH3:5][C:6]([NH2:10])([C:8]#[CH:9])[CH3:7].C(N(CC)CC)C.Cl[O-].[Na+]. The catalyst is C(Cl)Cl. The product is [CH3:5][C:6]([NH2:10])([C:8]1[O:4][N:3]=[C:1]([CH3:2])[CH:9]=1)[CH3:7]. The yield is 0.0420. (8) The reactants are [N:1]12[CH2:8][CH2:7][C:4]([C:9]([C:17]3[CH:22]=[CH:21][CH:20]=[CH:19][CH:18]=3)([C:11]3[CH:16]=[CH:15][CH:14]=[CH:13][CH:12]=3)[OH:10])([CH2:5][CH2:6]1)[CH2:3][CH2:2]2.[CH3:23][C:24]1[CH:29]=[CH:28][CH:27]=[CH:26][C:25]=1[O:30][CH2:31][CH2:32][CH2:33][Br:34]. The catalyst is CC#N. The product is [Br-:34].[OH:10][C:9]([C:17]1[CH:22]=[CH:21][CH:20]=[CH:19][CH:18]=1)([C:11]1[CH:12]=[CH:13][CH:14]=[CH:15][CH:16]=1)[C:4]12[CH2:5][CH2:6][N+:1]([CH2:33][CH2:32][CH2:31][O:30][C:25]3[CH:26]=[CH:27][CH:28]=[CH:29][C:24]=3[CH3:23])([CH2:2][CH2:3]1)[CH2:8][CH2:7]2. The yield is 0.765.